Dataset: Forward reaction prediction with 1.9M reactions from USPTO patents (1976-2016). Task: Predict the product of the given reaction. The product is: [Cl:3][C:4]1[CH:5]=[C:6]([CH:24]=[CH:25][C:26]=1[NH:27][C:28]([NH:30][CH3:31])=[O:29])[O:7][C:8]1[C:17]2[C:12](=[CH:13][C:14]([O:22][CH3:23])=[C:15]([C:18]([OH:20])=[O:19])[CH:16]=2)[N:11]=[CH:10][CH:9]=1. Given the reactants [OH-].[Na+].[Cl:3][C:4]1[CH:5]=[C:6]([CH:24]=[CH:25][C:26]=1[NH:27][C:28]([NH:30][CH3:31])=[O:29])[O:7][C:8]1[C:17]2[C:12](=[CH:13][C:14]([O:22][CH3:23])=[C:15]([C:18]([O:20]C)=[O:19])[CH:16]=2)[N:11]=[CH:10][CH:9]=1.Cl, predict the reaction product.